This data is from CYP2C9 inhibition data for predicting drug metabolism from PubChem BioAssay. The task is: Regression/Classification. Given a drug SMILES string, predict its absorption, distribution, metabolism, or excretion properties. Task type varies by dataset: regression for continuous measurements (e.g., permeability, clearance, half-life) or binary classification for categorical outcomes (e.g., BBB penetration, CYP inhibition). Dataset: cyp2c9_veith. (1) The molecule is Cc1nc2ccccc2nc(C)c1=NO. The result is 0 (non-inhibitor). (2) The compound is CC(=O)OC[C@@H]1O[C@H](CCO/N=C(\C)CCN2CCCc3nc(C)c(C)cc32)C=C[C@@H]1OC(C)=O. The result is 0 (non-inhibitor). (3) The compound is CCOC(=O)c1[nH]c2ccc(Cl)cc2c1-c1ccccc1. The result is 0 (non-inhibitor). (4) The compound is O=C(Nc1ccc(OC(=O)c2cccnc2)cc1)c1cccnc1. The result is 0 (non-inhibitor). (5) The result is 1 (inhibitor). The molecule is O=S(=O)(Cc1cc(Oc2ccccc2)nc(-c2ccccc2)n1)c1ccccc1. (6) The drug is CC(C)(CO[C@H]1C[C@H]2CC[C@@]1(C)C2(C)C)[N+](=O)[O-]. The result is 0 (non-inhibitor). (7) The drug is Nc1ccccc1C(=O)OCC(=O)Nc1ccc(Br)cc1F. The result is 1 (inhibitor).